Task: Predict the reactants needed to synthesize the given product.. Dataset: Full USPTO retrosynthesis dataset with 1.9M reactions from patents (1976-2016) (1) Given the product [C:15]1(=[N:14][CH2:13][C:7]2[CH:12]=[CH:11][CH:10]=[CH:9][CH:8]=2)[CH2:20][CH2:19][CH2:18][CH2:17][CH2:16]1, predict the reactants needed to synthesize it. The reactants are: S([O-])([O-])(=O)=O.[Mg+2].[C:7]1([CH2:13][NH2:14])[CH:12]=[CH:11][CH:10]=[CH:9][CH:8]=1.[C:15]1(=O)[CH2:20][CH2:19][CH2:18][CH2:17][CH2:16]1. (2) Given the product [ClH:1].[CH3:2][N:3]1[CH2:8][CH2:7][CH:6]([CH2:9][C:10]2[CH:11]=[CH:12][C:13]([C:16](=[O:18])/[CH:17]=[CH:19]/[C:21]3[CH:22]=[CH:23][C:24](/[CH:25]=[CH:26]/[C:27]([OH:29])=[O:28])=[CH:30][CH:31]=3)=[CH:14][CH:15]=2)[CH2:5][CH2:4]1, predict the reactants needed to synthesize it. The reactants are: [ClH:1].[CH3:2][N:3]1[CH2:8][CH2:7][CH:6]([CH2:9][C:10]2[CH:15]=[CH:14][C:13]([C:16](=[O:18])[CH3:17])=[CH:12][CH:11]=2)[CH2:5][CH2:4]1.[CH:19]([C:21]1[CH:31]=[CH:30][C:24]([CH:25]=[CH:26][C:27]([OH:29])=[O:28])=[CH:23][CH:22]=1)=O.[OH-].[K+].Cl. (3) Given the product [Br:1][C:2]1[N:3]=[C:4]2[NH:9][C:19]([C:17]3[CH:16]=[CH:15][N:14]=[C:13]([CH:10]4[CH2:12][CH2:11]4)[N:18]=3)=[N:8][C:5]2=[N:6][CH:7]=1, predict the reactants needed to synthesize it. The reactants are: [Br:1][C:2]1[N:3]=[C:4]([NH2:9])[C:5]([NH2:8])=[N:6][CH:7]=1.[CH:10]1([C:13]2[N:18]=[C:17]([C:19](=N)OCC)[CH:16]=[CH:15][N:14]=2)[CH2:12][CH2:11]1.C(N(CC)CC)C.C(O)(=O)C. (4) Given the product [CH2:31]([NH:33][C:34]([NH:36][C:37]1[NH:1][C:2]2[C:3]([CH:20]3[CH2:24][CH2:23][CH2:22][O:21]3)=[C:4]([F:19])[C:5]([C:9]3[CH:10]=[N:11][C:12]([C:15]([OH:18])([CH3:16])[CH3:17])=[N:13][CH:14]=3)=[CH:6][C:7]=2[N:8]=1)=[O:35])[CH3:32], predict the reactants needed to synthesize it. The reactants are: [NH2:1][C:2]1[C:7]([NH2:8])=[CH:6][C:5]([C:9]2[CH:10]=[N:11][C:12]([C:15]([OH:18])([CH3:17])[CH3:16])=[N:13][CH:14]=2)=[C:4]([F:19])[C:3]=1[CH:20]1[CH2:24][CH2:23][CH2:22][O:21]1.O1CCOCC1.[CH2:31]([NH:33][C:34]([NH:36][C:37](SC)=NC(=O)NCC)=[O:35])[CH3:32].C([O-])(O)=O.[Na+]. (5) Given the product [C:53]([O:57][C:58]([N:60]1[C:73]2[C:65](=[CH:66][C:67]3[O:68][C:69]([F:75])([F:74])[O:70][C:71]=3[CH:72]=2)[C@@H:64]([NH2:76])[CH2:63][CH2:62][CH2:61]1)=[O:59])([CH3:56])([CH3:54])[CH3:55], predict the reactants needed to synthesize it. The reactants are: C(OC(N1C2C(=CC3OC(F)(F)OC=3C=2)[C@H](O)CCC1)=O)(C)(C)C.C1C=CC(P(N=[N+]=[N-])(C2C=CC=CC=2)=O)=CC=1.C1CCN2C(=NCCC2)CC1.[C:53]([O:57][C:58]([N:60]1[C:73]2[C:65](=[CH:66][C:67]3[O:68][C:69]([F:75])([F:74])[O:70][C:71]=3[CH:72]=2)[C@@H:64]([N:76]=[N+]=[N-])[CH2:63][CH2:62][CH2:61]1)=[O:59])([CH3:56])([CH3:55])[CH3:54]. (6) Given the product [Cl-:25].[CH3:36][C:34]1[CH:33]=[CH:32][N:31]=[C:30]([NH:29][C:27]([CH2:26][N+:1]23[CH2:8][CH2:7][CH:4]([CH2:5][CH2:6]2)[C@@H:3]([O:9][C:10]([C:12]2([C:19]4[CH:20]=[CH:21][CH:22]=[CH:23][CH:24]=4)[CH2:18][CH2:17][CH2:16][CH2:15][CH2:14][CH2:13]2)=[O:11])[CH2:2]3)=[O:28])[CH:35]=1, predict the reactants needed to synthesize it. The reactants are: [N:1]12[CH2:8][CH2:7][CH:4]([CH2:5][CH2:6]1)[C@@H:3]([O:9][C:10]([C:12]1([C:19]3[CH:24]=[CH:23][CH:22]=[CH:21][CH:20]=3)[CH2:18][CH2:17][CH2:16][CH2:15][CH2:14][CH2:13]1)=[O:11])[CH2:2]2.[Cl:25][CH2:26][C:27]([NH:29][C:30]1[CH:35]=[C:34]([CH3:36])[CH:33]=[CH:32][N:31]=1)=[O:28]. (7) Given the product [ClH:27].[NH2:19][CH2:18][CH:16]1[CH2:15][C:14]2[C:9]([C:7]3[S:8][C:4]([C:1](=[O:3])[CH3:2])=[CH:5][CH:6]=3)=[CH:10][CH:11]=[C:12]([Cl:27])[C:13]=2[O:17]1, predict the reactants needed to synthesize it. The reactants are: [C:1]([C:4]1[S:8][C:7]([C:9]2[C:14]3[CH2:15][CH:16]([CH2:18][NH:19]C(=O)OC(C)(C)C)[O:17][C:13]=3[C:12]([Cl:27])=[CH:11][CH:10]=2)=[CH:6][CH:5]=1)(=[O:3])[CH3:2].Cl. (8) Given the product [CH3:30][O:31][C:32](=[O:41])[NH:33][C:34]1[CH:38]=[C:37]([CH2:39][N:14]2[C:15](=[O:20])[C:16]([CH3:19])=[C:17]3[S:18][C:10]([C:8](=[O:9])[NH:7][CH2:6][C:5]4[CH:4]=[CH:3][C:2]([F:1])=[CH:23][CH:22]=4)=[CH:11][N:12]3[C:13]2=[O:21])[O:36][N:35]=1, predict the reactants needed to synthesize it. The reactants are: [F:1][C:2]1[CH:23]=[CH:22][C:5]([CH2:6][NH:7][C:8]([C:10]2[S:18][C:17]3[N:12]([C:13](=[O:21])[NH:14][C:15](=[O:20])[C:16]=3[CH3:19])[CH:11]=2)=[O:9])=[CH:4][CH:3]=1.C(=O)([O-])[O-].[Cs+].[Cs+].[CH3:30][O:31][C:32](=[O:41])[NH:33][C:34]1[CH:38]=[C:37]([CH2:39]Br)[O:36][N:35]=1. (9) Given the product [Cl:11][C:12]1[CH:13]=[C:14]([C:15]([N:1]2[CH2:6][CH2:5][O:4][C:3]3[CH:7]=[N:8][CH:9]=[CH:10][C:2]2=3)=[O:16])[CH:18]=[CH:19][C:20]=1[O:21][CH3:22], predict the reactants needed to synthesize it. The reactants are: [NH:1]1[CH2:6][CH2:5][O:4][C:3]2[CH:7]=[N:8][CH:9]=[CH:10][C:2]1=2.[Cl:11][C:12]1[CH:13]=[C:14]([CH:18]=[CH:19][C:20]=1[O:21][CH3:22])[C:15](Cl)=[O:16].C(N(CC)CC)C.Cl.